This data is from Full USPTO retrosynthesis dataset with 1.9M reactions from patents (1976-2016). The task is: Predict the reactants needed to synthesize the given product. (1) Given the product [OH:28][CH2:29][C:30]([NH:33][S:34]([C:37]1[S:41][C:40]([NH:42][C:25]([C:24]2[CH:23]=[N:22][N:15]3[C:16]([C:18]([F:20])([F:21])[F:19])=[CH:17][C:12]([C:4]4[CH:5]=[CH:6][C:7]([C:8]([F:9])([F:10])[F:11])=[C:2]([CH3:1])[CH:3]=4)=[N:13][C:14]=23)=[O:27])=[N:39][C:38]=1[CH3:43])(=[O:36])=[O:35])([CH3:32])[CH3:31], predict the reactants needed to synthesize it. The reactants are: [CH3:1][C:2]1[CH:3]=[C:4]([C:12]2[CH:17]=[C:16]([C:18]([F:21])([F:20])[F:19])[N:15]3[N:22]=[CH:23][C:24]([C:25]([OH:27])=O)=[C:14]3[N:13]=2)[CH:5]=[CH:6][C:7]=1[C:8]([F:11])([F:10])[F:9].[OH:28][CH2:29][C:30]([NH:33][S:34]([C:37]1[S:41][C:40]([NH2:42])=[N:39][C:38]=1[CH3:43])(=[O:36])=[O:35])([CH3:32])[CH3:31]. (2) Given the product [Br:1][C:2]1[CH:3]=[C:4]([CH:7]=[CH:8][C:9]=1[CH3:10])[CH:5]=[O:6], predict the reactants needed to synthesize it. The reactants are: [Br:1][C:2]1[CH:3]=[C:4]([CH:7]=[CH:8][C:9]=1[CH3:10])[CH2:5][OH:6]. (3) The reactants are: [F:1][C:2]1[CH:7]=[CH:6][C:5]([C:8]2[N:12]([C:13]3[CH:18]=[CH:17][CH:16]=[CH:15][CH:14]=3)[N:11]=[C:10]([CH2:19][CH2:20][CH:21]=O)[CH:9]=2)=[CH:4][CH:3]=1.[CH3:23][C:24]1[CH:29]=[C:28]([CH3:30])[CH:27]=[CH:26][C:25]=1[N:31]1[CH2:36][CH2:35][NH:34][CH2:33][CH2:32]1.CCN(C(C)C)C(C)C.[BH-](OC(C)=O)(OC(C)=O)OC(C)=O.[Na+]. Given the product [F:1][C:2]1[CH:7]=[CH:6][C:5]([C:8]2[N:12]([C:13]3[CH:18]=[CH:17][CH:16]=[CH:15][CH:14]=3)[N:11]=[C:10]([CH2:19][CH2:20][CH2:21][N:34]3[CH2:35][CH2:36][N:31]([C:25]4[CH:26]=[CH:27][C:28]([CH3:30])=[CH:29][C:24]=4[CH3:23])[CH2:32][CH2:33]3)[CH:9]=2)=[CH:4][CH:3]=1, predict the reactants needed to synthesize it. (4) Given the product [N+:10]([C:7]1[CH:6]=[CH:5][C:4]([C:3]2[N:13]=[CH:14][O:1][N:2]=2)=[CH:9][CH:8]=1)([O-:12])=[O:11], predict the reactants needed to synthesize it. The reactants are: [OH:1][NH:2][C:3](=[NH:13])[C:4]1[CH:9]=[CH:8][C:7]([N+:10]([O-:12])=[O:11])=[CH:6][CH:5]=1.[CH2:14](OC(OCC)OCC)C. (5) Given the product [C:13]1([N:3]2[C:4]3[C:9](=[CH:8][CH:7]=[CH:6][CH:5]=3)[C:10]([CH:11]=[O:12])=[C:2]2[N:19]2[CH2:26][NH:25][CH2:24][CH2:23][NH:22][CH2:21][CH2:20]2)[CH:18]=[CH:17][CH:16]=[CH:15][CH:14]=1, predict the reactants needed to synthesize it. The reactants are: Cl[C:2]1[N:3]([C:13]2[CH:18]=[CH:17][CH:16]=[CH:15][CH:14]=2)[C:4]2[C:9]([C:10]=1[CH:11]=[O:12])=[CH:8][CH:7]=[CH:6][CH:5]=2.[NH:19]1[CH2:26][NH:25][CH2:24][CH2:23][NH:22][CH2:21][CH2:20]1. (6) Given the product [Br:1][C:2]1[CH:11]=[C:10]2[C:5](=[N:4][C:3]=1[O:13][CH2:14][CH2:15][CH2:16][CH2:17][N:31]1[CH2:30][CH2:29][N:28]([C:22]3[CH:23]=[CH:24][CH:25]=[C:26]([Cl:27])[C:21]=3[Cl:20])[CH2:33][CH2:32]1)[NH:6][C:7](=[O:12])[CH2:8][CH2:9]2, predict the reactants needed to synthesize it. The reactants are: [Br:1][C:2]1[C:3]([O:13][CH2:14][CH2:15][CH2:16][CH:17]=O)=[N:4][C:5]2[NH:6][C:7](=[O:12])[CH2:8][CH2:9][C:10]=2[CH:11]=1.Cl.[Cl:20][C:21]1[C:26]([Cl:27])=[CH:25][CH:24]=[CH:23][C:22]=1[N:28]1[CH2:33][CH2:32][NH:31][CH2:30][CH2:29]1.CCN(CC)CC.[BH-](OC(C)=O)(OC(C)=O)OC(C)=O.[Na+]. (7) The reactants are: [N:1]1([C:7]([O:9][C:10]([CH3:13])([CH3:12])[CH3:11])=[O:8])[CH2:6][CH2:5][NH:4][CH2:3][CH2:2]1.[Br:14][C:15]1[CH:16]=[C:17]2[C:22](=[CH:23][C:24]=1[Cl:25])[N:21]=[C:20]([CH3:26])[N:19]=[C:18]2Cl. Given the product [Br:14][C:15]1[CH:16]=[C:17]2[C:22](=[CH:23][C:24]=1[Cl:25])[N:21]=[C:20]([CH3:26])[N:19]=[C:18]2[N:4]1[CH2:5][CH2:6][N:1]([C:7]([O:9][C:10]([CH3:13])([CH3:12])[CH3:11])=[O:8])[CH2:2][CH2:3]1, predict the reactants needed to synthesize it.